Predict the reaction yield, written as a fraction of the theoretical maximum amount of product (1.0 means a 100% yield; for example, 0.34 means a 34% yield). From a dataset of Reaction yield outcomes from USPTO patents with 853,638 reactions. (1) The reactants are [CH3:1][N:2]1[CH:6]=[CH:5][N:4]=[C:3]1[S:7][CH2:8][C:9]1[CH:10]=[CH:11][CH:12]=[C:13]2[C:17]=1[NH:16][C:15]([C:18]1[S:19][CH:20]=[CH:21][N:22]=1)=[CH:14]2.ClC1C=CC=C(C(OO)=[O:31])C=1.C(=O)([O-])O.[Na+]. The catalyst is C(OCC)(=O)C. The product is [CH3:1][N:2]1[CH:6]=[CH:5][N:4]=[C:3]1[S:7]([CH2:8][C:9]1[CH:10]=[CH:11][CH:12]=[C:13]2[C:17]=1[NH:16][C:15]([C:18]1[S:19][CH:20]=[CH:21][N:22]=1)=[CH:14]2)=[O:31]. The yield is 0.310. (2) The reactants are [I:1][C:2]1[CH:8]=[CH:7][C:5](N)=[CH:4][CH:3]=1.N([O-])=O.[Na+].CO.[C:15]([O:19][CH3:20])(=[O:18])[CH:16]=[CH2:17]. The catalyst is F[B-](F)(F)F.[H+].O.C([O-])(=O)C.[Pd+2].C([O-])(=O)C. The product is [CH3:20][O:19][C:15](=[O:18])[CH:16]=[CH:17][C:5]1[CH:7]=[CH:8][C:2]([I:1])=[CH:3][CH:4]=1. The yield is 0.841. (3) The reactants are [CH3:1][C:2]1([C:5]([C:7]2[C:15]3[C:10](=[N:11][CH:12]=[C:13]([C:16]4[CH:21]=[C:20]([O:22][CH3:23])[C:19]([O:24][CH3:25])=[C:18]([O:26][CH3:27])[CH:17]=4)[N:14]=3)[N:9]([Si](C(C)C)(C(C)C)C(C)C)[CH:8]=2)=[O:6])[CH2:4][CH2:3]1.[F-].C([N+](CCCC)(CCCC)CCCC)CCC. The catalyst is O1CCCC1. The product is [CH3:1][C:2]1([C:5]([C:7]2[C:15]3[C:10](=[N:11][CH:12]=[C:13]([C:16]4[CH:21]=[C:20]([O:22][CH3:23])[C:19]([O:24][CH3:25])=[C:18]([O:26][CH3:27])[CH:17]=4)[N:14]=3)[NH:9][CH:8]=2)=[O:6])[CH2:4][CH2:3]1. The yield is 0.710. (4) The reactants are [CH:1]([N:4]1[C:8]([C:9]2[S:10][C:11]3CC[O:14][C:15]4[CH:22]=[C:21](C=C)[CH:20]=[CH:19][C:16]=4[C:17]=3[N:18]=2)=[N:7][CH:6]=[N:5]1)([CH3:3])[CH3:2].C[N+]1([O-])[CH2:31][CH2:30][O:29][CH2:28][CH2:27]1.S([O-])([O-])=[O:34].[Na+].[Na+]. The catalyst is CC(C)=O.C1COCC1.O. The product is [CH:1]([N:4]1[C:8]([C:9]2[S:10][C:11]3[CH2:31][CH2:30][O:29][C:28]4[CH:27]=[C:21]([CH:22]([OH:34])[CH2:15][OH:14])[CH:20]=[CH:19][C:16]=4[C:17]=3[N:18]=2)=[N:7][CH:6]=[N:5]1)([CH3:3])[CH3:2]. The yield is 0.460. (5) The reactants are [C:1]([NH:4][C@@H:5]1[CH2:10][CH2:9][CH2:8][C@H:7]([C:11]([O:13]C)=O)[CH2:6]1)(=[O:3])[CH3:2].[NH3:15]. No catalyst specified. The product is [C:1]([NH:4][C@@H:5]1[CH2:10][CH2:9][CH2:8][C@H:7]([C:11]([NH2:15])=[O:13])[CH2:6]1)(=[O:3])[CH3:2]. The yield is 0.571.